The task is: Predict the product of the given reaction.. This data is from Forward reaction prediction with 1.9M reactions from USPTO patents (1976-2016). (1) The product is: [CH2:1]([O:3][C:4](=[O:23])[CH2:5][C:6]1[CH:11]=[CH:10][C:9]([O:12][CH3:13])=[C:8]([C:25]2[C:30]([C:31]#[N:32])=[CH:29][CH:28]=[CH:27][N:26]=2)[CH:7]=1)[CH3:2]. Given the reactants [CH2:1]([O:3][C:4](=[O:23])[CH2:5][C:6]1[CH:11]=[CH:10][C:9]([O:12][CH3:13])=[C:8](B2OC(C)(C)C(C)(C)O2)[CH:7]=1)[CH3:2].Cl[C:25]1[C:30]([C:31]#[N:32])=[CH:29][CH:28]=[CH:27][N:26]=1.C(=O)([O-])[O-].[K+].[K+], predict the reaction product. (2) Given the reactants [CH3:1][O:2][C:3]1[CH:4]=[C:5]2[C:9](=[C:10]([NH:12][S:13]([C:16]3[S:17][CH:18]=[CH:19][CH:20]=3)(=[O:15])=[O:14])[CH:11]=1)[NH:8][C:7]([C:21]([O:23]CC)=[O:22])=[CH:6]2.CO.[OH-].[K+].C(O)(=O)CC(CC(O)=O)(C(O)=O)O, predict the reaction product. The product is: [CH3:1][O:2][C:3]1[CH:4]=[C:5]2[C:9](=[C:10]([NH:12][S:13]([C:16]3[S:17][CH:18]=[CH:19][CH:20]=3)(=[O:15])=[O:14])[CH:11]=1)[NH:8][C:7]([C:21]([OH:23])=[O:22])=[CH:6]2. (3) Given the reactants [Cl:1][C:2]1[CH:3]=[CH:4][C:5]([O:10][CH2:11][CH2:12][CH:13]2[CH2:18][CH2:17][O:16][CH2:15][CH2:14]2)=[C:6]([CH2:8]O)[CH:7]=1.P(Br)(Br)[Br:20], predict the reaction product. The product is: [Br:20][CH2:8][C:6]1[CH:7]=[C:2]([Cl:1])[CH:3]=[CH:4][C:5]=1[O:10][CH2:11][CH2:12][CH:13]1[CH2:18][CH2:17][O:16][CH2:15][CH2:14]1. (4) Given the reactants C([O:4][C@@H:5]1[C@@H:10]([O:11]C(=O)C)[C@H:9]([O:15]C(=O)C)[C@@H:8]([CH2:19][O:20]C(=O)C)[O:7][C@H:6]1[O:24][C:25]1[C:26]([O:28][C@H:29]([C@H:32]([CH2:34][OH:35])[OH:33])[C:30]=1[OH:31])=[O:27])(=O)C.C(=O)([O-])[O-].[K+].[K+], predict the reaction product. The product is: [C@@H:6]1([O:24][C:25]2[C:26]([O:28][C@H:29]([C@H:32]([CH2:34][OH:35])[OH:33])[C:30]=2[OH:31])=[O:27])[O:7][C@H:8]([CH2:19][OH:20])[C@@H:9]([OH:15])[C@H:10]([OH:11])[C@H:5]1[OH:4].